Dataset: Reaction yield outcomes from USPTO patents with 853,638 reactions. Task: Predict the reaction yield, written as a fraction of the theoretical maximum amount of product (1.0 means a 100% yield; for example, 0.34 means a 34% yield). (1) The reactants are [O:1]=[C:2]1[CH2:8][CH2:7][CH2:6][CH2:5][CH2:4][N:3]1[C:9]1[CH:10]=[C:11]2[C:15](=[CH:16][CH:17]=1)[N:14](C(OC(C)(C)C)=O)[CH2:13][CH2:12]2.BrCCCCCC(Cl)=O.Cl. The catalyst is O1CCOCC1. The product is [NH:14]1[C:15]2[C:11](=[CH:10][C:9]([N:3]3[CH2:4][CH2:5][CH2:6][CH2:7][CH2:8][C:2]3=[O:1])=[CH:17][CH:16]=2)[CH2:12][CH2:13]1. The yield is 1.00. (2) The reactants are [CH:1]1[C:13]2[NH:12][C:11]3[C:6](=[CH:7][CH:8]=[CH:9][CH:10]=3)[C:5]=2[CH:4]=[CH:3][CH:2]=1.[OH-].[K+].[CH2:16](Br)[CH:17]=[CH2:18].C(Cl)(Cl)Cl. The catalyst is CS(C)=O. The product is [CH2:18]([N:12]1[C:11]2[CH:10]=[CH:9][CH:8]=[CH:7][C:6]=2[C:5]2[C:13]1=[CH:1][CH:2]=[CH:3][CH:4]=2)[CH:17]=[CH2:16]. The yield is 1.00. (3) The reactants are Br[C:2]1[CH:7]=[CH:6][C:5]([N+:8]([O-:10])=[O:9])=[CH:4][C:3]=1[NH:11][C:12](=[O:16])[C:13]([CH3:15])=[CH2:14].C(N(CC)CC)C.C([O-])=O.[Na+].O. The catalyst is [Br-].C([N+](CCCC)(CCCC)CCCC)CCC.CN(C)C=O.C(O[Pd]OC(=O)C)(=O)C. The product is [CH3:14][C:13]1([CH3:15])[C:2]2[C:3](=[CH:4][C:5]([N+:8]([O-:10])=[O:9])=[CH:6][CH:7]=2)[NH:11][C:12]1=[O:16]. The yield is 0.690. (4) The product is [CH3:26][N:25]1[C:21]([NH:20][C:9](=[O:11])[C:6]2[CH:5]=[CH:4][C:3]([C:2]([F:1])([F:13])[F:12])=[CH:8][N:7]=2)=[C:22]([C:27]([O:29][CH2:30][CH3:31])=[O:28])[CH:23]=[N:24]1. The yield is 0.785. The reactants are [F:1][C:2]([F:13])([F:12])[C:3]1[CH:4]=[CH:5][C:6]([C:9]([OH:11])=O)=[N:7][CH:8]=1.C(Cl)(=O)C(Cl)=O.[NH2:20][C:21]1[N:25]([CH3:26])[N:24]=[CH:23][C:22]=1[C:27]([O:29][CH2:30][CH3:31])=[O:28].N1C=CC=CC=1. The catalyst is C(Cl)Cl.O1CCCC1.C(OCC)(=O)C. (5) The reactants are [OH:1][C:2]1[C:3](=[O:29])[C:4]([C:18]2[N:22]([C:23]3[CH:28]=[CH:27][CH:26]=[CH:25][CH:24]=3)[N:21]=[CH:20][CH:19]=2)=[N:5][N:6]([C:8]2[CH:13]=[CH:12][CH:11]=[C:10]([C:14]([F:17])([F:16])[F:15])[CH:9]=2)[CH:7]=1.[CH3:30][O:31][CH2:32][CH2:33]Br.C([O-])([O-])=O.[K+].[K+].O. The catalyst is CN(C=O)C. The product is [CH3:30][O:31][CH2:32][CH2:33][O:1][C:2]1[C:3](=[O:29])[C:4]([C:18]2[N:22]([C:23]3[CH:24]=[CH:25][CH:26]=[CH:27][CH:28]=3)[N:21]=[CH:20][CH:19]=2)=[N:5][N:6]([C:8]2[CH:13]=[CH:12][CH:11]=[C:10]([C:14]([F:16])([F:15])[F:17])[CH:9]=2)[CH:7]=1. The yield is 0.790. (6) The reactants are [F:1][C:2]1[CH:3]=[CH:4][C:5]([O:11][C:12]([F:15])([F:14])[F:13])=[C:6]2[C:10]=1[NH:9][CH:8]=[CH:7]2.[OH-].[K+].[CH3:18][O:19][CH2:20][CH2:21]Br. The catalyst is CS(C)=O. The product is [F:1][C:2]1[CH:3]=[CH:4][C:5]([O:11][C:12]([F:15])([F:13])[F:14])=[C:6]2[C:10]=1[N:9]([CH2:21][CH2:20][O:19][CH3:18])[CH:8]=[CH:7]2. The yield is 0.950.